This data is from Forward reaction prediction with 1.9M reactions from USPTO patents (1976-2016). The task is: Predict the product of the given reaction. (1) Given the reactants [Cr](Cl)([O-])(=O)=O.[NH+]1C=CC=CC=1.[CH2:12]([OH:28])[CH2:13][CH2:14][CH2:15][CH2:16][CH2:17][CH2:18][CH2:19][CH2:20][CH2:21]/[CH:22]=[CH:23]\[CH2:24][CH2:25][CH2:26][CH3:27], predict the reaction product. The product is: [CH:12](=[O:28])[CH2:13][CH2:14][CH2:15][CH2:16][CH2:17][CH2:18][CH2:19][CH2:20][CH2:21]/[CH:22]=[CH:23]\[CH2:24][CH2:25][CH2:26][CH3:27]. (2) Given the reactants [OH:1][CH:2]([C:4]1[O:8][N:7]=[C:6]([C:9]([O:11][CH2:12][CH3:13])=[O:10])[CH:5]=1)[CH3:3].N1C=CN=C1.[Si:19](Cl)([C:22]([CH3:25])([CH3:24])[CH3:23])([CH3:21])[CH3:20].O, predict the reaction product. The product is: [Si:19]([O:1][CH:2]([C:4]1[O:8][N:7]=[C:6]([C:9]([O:11][CH2:12][CH3:13])=[O:10])[CH:5]=1)[CH3:3])([C:22]([CH3:25])([CH3:24])[CH3:23])([CH3:21])[CH3:20]. (3) Given the reactants C([O:8][C:9]1[C:18]([Cl:19])=[CH:17][C:12]([C:13]([NH:15][CH3:16])=[O:14])=[C:11]([O:20][CH2:21][CH2:22][CH2:23][N:24]2[CH2:29][CH2:28][C:27]([CH2:31][C:32]3[CH:37]=[CH:36][C:35]([F:38])=[CH:34][CH:33]=3)([OH:30])[C:26]([CH3:40])([CH3:39])[CH2:25]2)[CH:10]=1)C1C=CC=CC=1, predict the reaction product. The product is: [Cl:19][C:18]1[C:9]([OH:8])=[CH:10][C:11]([O:20][CH2:21][CH2:22][CH2:23][N:24]2[CH2:29][CH2:28][C:27]([CH2:31][C:32]3[CH:37]=[CH:36][C:35]([F:38])=[CH:34][CH:33]=3)([OH:30])[C:26]([CH3:39])([CH3:40])[CH2:25]2)=[C:12]([CH:17]=1)[C:13]([NH:15][CH3:16])=[O:14]. (4) Given the reactants IC1C=CC([C:8]2[CH:13]=[CH:12][CH:11]=[CH:10][C:9]=2[N:14](C(=O)C)[C:15]2[CH:20]=[CH:19][CH:18]=[CH:17][CH:16]=2)=CC=1.[C:24]([C:28]1[CH:33]=[CH:32][C:31]([NH:34][C:35]2[CH:40]=[CH:39][C:38]([C:41]([CH3:44])([CH3:43])[CH3:42])=[CH:37][CH:36]=2)=[CH:30][CH:29]=1)([CH3:27])([CH3:26])[CH3:25].C(=O)([O-])[O-].[K+].[K+].[CH3:57][CH2:58][CH2:59][CH2:60][CH2:61][CH2:62][CH2:57][CH2:58][CH2:59][CH2:60][CH2:61][CH3:62].[OH-].[K+], predict the reaction product. The product is: [C:41]([C:38]1[CH:37]=[CH:36][C:35]([N:34]([C:31]2[CH:32]=[CH:33][C:28]([C:24]([CH3:27])([CH3:26])[CH3:25])=[CH:29][CH:30]=2)[C:57]2[CH:58]=[CH:59][C:60]([C:18]3[CH:17]=[CH:16][C:15]([NH:14][C:9]4[CH:8]=[CH:13][CH:12]=[CH:11][CH:10]=4)=[CH:20][CH:19]=3)=[CH:61][CH:62]=2)=[CH:40][CH:39]=1)([CH3:44])([CH3:43])[CH3:42]. (5) Given the reactants [O:1]=[C:2]([NH:13][CH2:14][C:15]1[NH:16][C:17](=[O:25])[C:18]2[CH2:24][O:23][CH2:22][CH2:21][C:19]=2[N:20]=1)[CH2:3][N:4]1[CH2:9][CH2:8][CH:7]([C:10]([OH:12])=O)[CH2:6][CH2:5]1.[CH3:26][O:27][C:28]1[CH:29]=[C:30]2[C:35](=[CH:36][CH:37]=1)[NH:34][CH2:33][CH2:32][CH2:31]2, predict the reaction product. The product is: [CH3:26][O:27][C:28]1[CH:29]=[C:30]2[C:35](=[CH:36][CH:37]=1)[N:34]([C:10]([CH:7]1[CH2:8][CH2:9][N:4]([CH2:3][C:2]([NH:13][CH2:14][C:15]3[NH:16][C:17](=[O:25])[C:18]4[CH2:24][O:23][CH2:22][CH2:21][C:19]=4[N:20]=3)=[O:1])[CH2:5][CH2:6]1)=[O:12])[CH2:33][CH2:32][CH2:31]2. (6) Given the reactants [F:1][C:2]1[CH:3]=[C:4]([NH:8][CH2:9][CH:10]([OH:15])[C:11]([F:14])([F:13])[F:12])[CH:5]=[CH:6][CH:7]=1.C(N([CH2:21][CH3:22])CC)C.[F:23][C:24]([F:35])([F:34])[C:25]1[CH:26]=[C:27]([CH:31]=[CH:32][CH:33]=1)[C:28](Cl)=[O:29], predict the reaction product. The product is: [F:23][C:24]([F:35])([F:34])[C:25]1[CH:26]=[C:27]([CH:31]=[CH:21][CH:22]=1)[C:28]([O:15][CH:10]([CH2:9][N:8]([C:4]1[CH:5]=[CH:6][CH:7]=[C:2]([F:1])[CH:3]=1)[C:28](=[O:29])[C:27]1[CH:31]=[CH:32][CH:33]=[C:25]([C:24]([F:35])([F:34])[F:23])[CH:26]=1)[C:11]([F:12])([F:14])[F:13])=[O:29]. (7) Given the reactants [CH3:1][S:2][C:3]1[CH:10]=[CH:9][C:6]([CH2:7]Br)=[CH:5][CH:4]=1.[H-].[Na+].[F:13][C:14]([F:23])([F:22])[CH2:15][CH2:16][CH:17]([C:20]#[N:21])[C:18]#[N:19], predict the reaction product. The product is: [CH3:1][S:2][C:3]1[CH:10]=[CH:9][C:6]([CH2:7][C:17]([CH2:16][CH2:15][C:14]([F:13])([F:22])[F:23])([C:18]#[N:19])[C:20]#[N:21])=[CH:5][CH:4]=1.